Dataset: Full USPTO retrosynthesis dataset with 1.9M reactions from patents (1976-2016). Task: Predict the reactants needed to synthesize the given product. (1) Given the product [CH3:10][N:9]([CH3:11])[C:4]1[N:5]=[C:6]([CH3:8])[N:7]=[C:2]([NH:12][C@@H:13]2[CH2:18][CH2:17][C@H:16]([C:19]([OH:21])=[O:20])[CH2:15][CH2:14]2)[CH:3]=1, predict the reactants needed to synthesize it. The reactants are: Cl[C:2]1[N:7]=[C:6]([CH3:8])[N:5]=[C:4]([N:9]([CH3:11])[CH3:10])[CH:3]=1.[NH2:12][C@@H:13]1[CH2:18][CH2:17][C@H:16]([C:19]([OH:21])=[O:20])[CH2:15][CH2:14]1.CC(C)([O-])C.[Na+].[OH-].[Na+]. (2) Given the product [C:10]([C:12]1[CH:13]=[C:14]([C:19]2[O:23][N:22]=[C:21]([C:24]3[CH:41]=[CH:40][C:27]4[CH2:28][CH2:29][N:30]([C:33]([O:35][C:36]([CH3:37])([CH3:38])[CH3:39])=[O:34])[CH2:31][CH2:32][C:26]=4[CH:25]=3)[N:20]=2)[CH:15]=[CH:16][C:17]=1[N:5]1[CH2:6][CH2:7][CH:3]([F:2])[CH2:4]1)#[N:11], predict the reactants needed to synthesize it. The reactants are: Cl.[F:2][CH:3]1[CH2:7][CH2:6][NH:5][CH2:4]1.[H-].[Na+].[C:10]([C:12]1[CH:13]=[C:14]([C:19]2[O:23][N:22]=[C:21]([C:24]3[CH:41]=[CH:40][C:27]4[CH2:28][CH2:29][N:30]([C:33]([O:35][C:36]([CH3:39])([CH3:38])[CH3:37])=[O:34])[CH2:31][CH2:32][C:26]=4[CH:25]=3)[N:20]=2)[CH:15]=[CH:16][C:17]=1F)#[N:11]. (3) Given the product [F:18][C:15]1[CH:16]=[C:17]2[C:12]([CH2:11][CH2:10][CH:9]2[NH:8][C:6]2[C:5]([N+:19]([O-:21])=[O:20])=[CH:4][CH:3]=[C:2]([NH:22][C:23]3[NH:24][N:25]=[C:26]([CH3:28])[CH:27]=3)[N:7]=2)=[CH:13][CH:14]=1, predict the reactants needed to synthesize it. The reactants are: Cl[C:2]1[N:7]=[C:6]([NH:8][CH:9]2[C:17]3[C:12](=[CH:13][CH:14]=[C:15]([F:18])[CH:16]=3)[CH2:11][CH2:10]2)[C:5]([N+:19]([O-:21])=[O:20])=[CH:4][CH:3]=1.[NH2:22][C:23]1[CH:27]=[C:26]([CH3:28])[NH:25][N:24]=1.C(N(CC)C(C)C)(C)C. (4) Given the product [C:12]([C:13]1[C:14](=[O:15])[NH:10][C:5]2[C:6]([N:9]=1)=[CH:7][CH:8]=[C:3]([O:2][CH3:1])[CH:4]=2)([CH3:19])([CH3:18])[CH3:11], predict the reactants needed to synthesize it. The reactants are: [CH3:1][O:2][C:3]1[CH:4]=[C:5]([NH2:10])[C:6]([NH2:9])=[CH:7][CH:8]=1.[CH3:11][C:12]([CH3:19])([CH3:18])[C:13](=O)[C:14](O)=[O:15]. (5) The reactants are: [C:1]([O:5][C:6]([N:8]([C:16]1[CH:17]=[N:18][CH:19]=[CH:20][C:21]=1[N:22]1[CH2:27][C@H:26]([CH3:28])[C@@H:25]([O:29][Si](C(C)(C)C)(C)C)[C@H:24]([NH:37][C:38]([O:40][C:41]([CH3:44])([CH3:43])[CH3:42])=[O:39])[CH2:23]1)[C:9](=[O:15])[O:10][C:11]([CH3:14])([CH3:13])[CH3:12])=[O:7])([CH3:4])([CH3:3])[CH3:2].CCCC[N+](CCCC)(CCCC)CCCC.[F-]. Given the product [C:1]([O:5][C:6]([N:8]([C:16]1[CH:17]=[N:18][CH:19]=[CH:20][C:21]=1[N:22]1[CH2:27][C@H:26]([CH3:28])[C@@H:25]([OH:29])[C@H:24]([NH:37][C:38]([O:40][C:41]([CH3:42])([CH3:44])[CH3:43])=[O:39])[CH2:23]1)[C:9](=[O:15])[O:10][C:11]([CH3:14])([CH3:13])[CH3:12])=[O:7])([CH3:2])([CH3:3])[CH3:4], predict the reactants needed to synthesize it. (6) Given the product [CH3:21][O:22][C:23]1[N:24]=[CH:25][C:26]([C:2]2[N:3]=[C:4]([N:15]3[CH2:20][CH2:19][O:18][CH2:17][CH2:16]3)[C:5]3[S:10][C:9]([C:11]([OH:14])([CH3:13])[CH3:12])=[CH:8][C:6]=3[N:7]=2)=[CH:27][CH:28]=1, predict the reactants needed to synthesize it. The reactants are: Cl[C:2]1[N:3]=[C:4]([N:15]2[CH2:20][CH2:19][O:18][CH2:17][CH2:16]2)[C:5]2[S:10][C:9]([C:11]([OH:14])([CH3:13])[CH3:12])=[CH:8][C:6]=2[N:7]=1.[CH3:21][O:22][C:23]1[CH:28]=[CH:27][C:26](B(O)O)=[CH:25][N:24]=1.